From a dataset of Reaction yield outcomes from USPTO patents with 853,638 reactions. Predict the reaction yield, written as a fraction of the theoretical maximum amount of product (1.0 means a 100% yield; for example, 0.34 means a 34% yield). (1) The reactants are Br[C:2]1[CH:3]=[CH:4][C:5]2[C:14]3[C:9](=[C:10]4[CH:18]=[CH:17][C:16]([C:19]5[NH:23][C:22]([C@@H:24]6[CH2:28][CH2:27][CH2:26][N:25]6[C:29](=[O:39])[C@@H:30]([NH:34][C:35](=[O:38])[O:36][CH3:37])[CH:31]([CH3:33])[CH3:32])=[N:21][CH:20]=5)=[CH:15][C:11]4=[CH:12][CH:13]=3)[O:8][CH2:7][C:6]=2[CH:40]=1.B1(B2OC(C)(C)C(C)(C)O2)OC(C)(C)C(C)(C)O1.C([O-])(=O)C.[K+].Br[C:65]1[NH:69][C:68]([C@@H:70]2[CH2:74][CH2:73][CH2:72][N:71]2[C:75]([O:77][C:78]([CH3:81])([CH3:80])[CH3:79])=[O:76])=[N:67][CH:66]=1.C(=O)([O-])[O-].[K+].[K+]. The catalyst is O1CCOCC1.C1C=CC(P(C2C=CC=CC=2)[C-]2C=CC=C2)=CC=1.C1C=CC(P(C2C=CC=CC=2)[C-]2C=CC=C2)=CC=1.Cl[Pd]Cl.[Fe+2].C1C=CC([P]([Pd]([P](C2C=CC=CC=2)(C2C=CC=CC=2)C2C=CC=CC=2)([P](C2C=CC=CC=2)(C2C=CC=CC=2)C2C=CC=CC=2)[P](C2C=CC=CC=2)(C2C=CC=CC=2)C2C=CC=CC=2)(C2C=CC=CC=2)C2C=CC=CC=2)=CC=1.O.CS(C)=O. The product is [CH3:37][O:36][C:35]([NH:34][C@@H:30]([CH:31]([CH3:32])[CH3:33])[C:29]([N:25]1[CH2:26][CH2:27][CH2:28][C@H:24]1[C:22]1[NH:23][C:19]([C:16]2[CH:17]=[CH:18][C:10]3[C:11]([CH:15]=2)=[CH:12][CH:13]=[C:14]2[C:9]=3[O:8][CH2:7][C:6]3[CH:40]=[C:2]([C:65]4[NH:69][C:68]([C@@H:70]5[CH2:74][CH2:73][CH2:72][N:71]5[C:75]([O:77][C:78]([CH3:81])([CH3:80])[CH3:79])=[O:76])=[N:67][CH:66]=4)[CH:3]=[CH:4][C:5]2=3)=[CH:20][N:21]=1)=[O:39])=[O:38]. The yield is 0.250. (2) The reactants are [I:1][C:2]1[N:3]=[CH:4][NH:5][CH:6]=1.[Cl:7][C:8]1[CH:9]=[C:10](B(O)O)[CH:11]=[CH:12][CH:13]=1. The catalyst is C1COCC1.[Cu].CN(CCN(C)C)C. The product is [I:1][C:2]1[N:3]=[CH:4][N:5]([C:12]2[CH:11]=[CH:10][CH:9]=[C:8]([Cl:7])[CH:13]=2)[CH:6]=1. The yield is 0.480. (3) The reactants are Br[C:2]1[CH:3]=[C:4]([CH:9]=[CH:10][C:11]=1[CH2:12][NH:13][C:14]1([CH2:17][OH:18])[CH2:16][CH2:15]1)[C:5]([O:7][CH3:8])=[O:6].C([O-])([O-])=O.[K+].[K+]. The catalyst is C(O)(C)C.[Cu]I. The product is [C:14]12([NH:13][CH2:12][C:11]3[CH:10]=[CH:9][C:4]([C:5]([O:7][CH3:8])=[O:6])=[CH:3][C:2]=3[O:18][CH2:17]1)[CH2:16][CH2:15]2. The yield is 0.720. (4) The reactants are Br[C:2]1[CH:3]=[C:4]([C:8]2[CH:17]=[CH:16][C:15]3[C:10](=[C:11]4[CH:25]=[CH:24][CH:23]=[CH:22][C:12]4=[C:13]4[CH:21]=[CH:20][CH:19]=[CH:18][C:14]4=3)[N:9]=2)[CH:5]=[CH:6][CH:7]=1.[CH:26]1[C:34]2[C:33]3[CH:35]=[CH:36][CH:37]=[CH:38][C:32]=3[S:31][C:30]=2[C:29]([C:39]2[CH:40]=[C:41](B(O)O)[CH:42]=[CH:43][CH:44]=2)=[CH:28][CH:27]=1.C1(C)C=CC=CC=1P(C1C=CC=CC=1C)C1C=CC=CC=1C.C(=O)([O-])[O-].[K+].[K+]. The catalyst is C([O-])(=O)C.[Pd+2].C([O-])(=O)C.CO.C1(C)C=CC=CC=1.O.C(O)C. The product is [CH:26]1[C:34]2[C:33]3[CH:35]=[CH:36][CH:37]=[CH:38][C:32]=3[S:31][C:30]=2[C:29]([C:39]2[CH:40]=[C:41]([C:2]3[CH:3]=[C:4]([C:8]4[CH:17]=[CH:16][C:15]5[C:10](=[C:11]6[CH:25]=[CH:24][CH:23]=[CH:22][C:12]6=[C:13]6[CH:21]=[CH:20][CH:19]=[CH:18][C:14]6=5)[N:9]=4)[CH:5]=[CH:6][CH:7]=3)[CH:42]=[CH:43][CH:44]=2)=[CH:28][CH:27]=1. The yield is 0.630. (5) The yield is 0.850. The catalyst is CO.[Pd]. The reactants are [CH2:1]([C@@H:5]1[CH2:22][N:9]2[CH2:10][CH2:11][C:12]3[C:17]([C@H:8]2[CH2:7][C@H:6]1[O:23][C:24](=[O:40])[CH:25]([NH:29]C(OCC1C=CC=CC=1)=O)[CH:26]([CH3:28])[CH3:27])=[CH:16][C:15]([O:18][CH3:19])=[C:14]([O:20][CH3:21])[CH:13]=3)[CH:2]([CH3:4])[CH3:3]. The product is [CH2:1]([C@@H:5]1[CH2:22][N:9]2[CH2:10][CH2:11][C:12]3[C:17]([C@H:8]2[CH2:7][C@H:6]1[O:23][C:24](=[O:40])[C@@H:25]([NH2:29])[CH:26]([CH3:28])[CH3:27])=[CH:16][C:15]([O:18][CH3:19])=[C:14]([O:20][CH3:21])[CH:13]=3)[CH:2]([CH3:4])[CH3:3]. (6) The reactants are [CH:1]1([N:6]2[C:15]3[C:10](=[CH:11][C:12]([F:16])=[CH:13][CH:14]=3)[N:9]([C:17](=[O:26])[C:18]3[CH:23]=[CH:22][C:21]([O:24]C)=[CH:20][CH:19]=3)[C@H:8]([CH2:27][CH3:28])[C:7]2=[O:29])[CH2:5][CH2:4][CH2:3][CH2:2]1.C([C@H]1N(C(=O)C2C=CC(O)=CC=2)C2C(=CC(F)=CC=2)N(C)C1=O)C. No catalyst specified. The product is [CH:1]1([N:6]2[C:15]3[C:10](=[CH:11][C:12]([F:16])=[CH:13][CH:14]=3)[N:9]([C:17](=[O:26])[C:18]3[CH:19]=[CH:20][C:21]([OH:24])=[CH:22][CH:23]=3)[C@H:8]([CH2:27][CH3:28])[C:7]2=[O:29])[CH2:2][CH2:3][CH2:4][CH2:5]1. The yield is 0.400. (7) The yield is 0.270. The product is [CH:1]1([NH:7][C:8]([NH:10][C:11]2[N:12]=[C:13]3[C:19]([CH3:20])=[CH:18][NH:17][C:14]3=[N:15][CH:16]=2)=[O:9])[CH2:2][CH2:3][CH2:4][CH2:5][CH2:6]1. The catalyst is Cl.CC(O)=O.CO.O.CCN(CC)CC. The reactants are [CH:1]1([NH:7][C:8]([NH:10][C:11]2[N:12]=[C:13]3[C:19]([CH3:20])=[CH:18][N:17](COCC[Si](C)(C)C)[C:14]3=[N:15][CH:16]=2)=[O:9])[CH2:6][CH2:5][CH2:4][CH2:3][CH2:2]1.C(N)CN. (8) The reactants are [Br:1][C:2]1[CH:7]=[CH:6][C:5]([C@@H:8]([NH2:10])[CH3:9])=[CH:4][CH:3]=1.[Cl:11][C:12]1[CH:17]=[C:16]([N+:18]([O-:20])=[O:19])[C:15]([O:21][CH3:22])=[CH:14][C:13]=1[CH:23]=[CH2:24].C1(C=CC(O)=CC=1)O. The catalyst is C(O)CCC. The product is [Br:1][C:2]1[CH:7]=[CH:6][C:5]([C@@H:8]([NH:10][CH2:24][CH2:23][C:13]2[CH:14]=[C:15]([O:21][CH3:22])[C:16]([N+:18]([O-:20])=[O:19])=[CH:17][C:12]=2[Cl:11])[CH3:9])=[CH:4][CH:3]=1. The yield is 0.570.